This data is from Reaction yield outcomes from USPTO patents with 853,638 reactions. The task is: Predict the reaction yield, written as a fraction of the theoretical maximum amount of product (1.0 means a 100% yield; for example, 0.34 means a 34% yield). (1) The reactants are ClCC[S:4](Cl)(=[O:6])=[O:5].[N:8]1[CH:13]=[CH:12][CH:11]=[CH:10][CH:9]=1.Cl.C(N)C=C.C(N(C(C)C)CC)(C)C.[CH3:28][CH:29]([OH:31])[CH3:30]. No catalyst specified. The product is [CH:29]([O:31][S:4](=[O:5])(=[O:6])[CH2:12][CH2:13][NH:8][CH2:9][CH:10]=[CH2:11])([CH3:30])[CH3:28]. The yield is 0.200. (2) The reactants are [C:1]1([C:7]2[NH:11][CH:10]=[C:9]([C:12]([O:14][CH2:15][CH3:16])=[O:13])[CH:8]=2)[CH:6]=[CH:5][CH:4]=[CH:3][CH:2]=1.[H-].[Na+].C1OCCOCCOCCOCCOC1.Cl[C:35]1[N:40]=[N:39][C:38]([S:41](F)(=[O:43])=[O:42])=[CH:37][CH:36]=1.NN.C(=O)([O-])O.[Na+]. The catalyst is O1CCCC1. The product is [C:1]1([C:7]2[N:11]([S:41]([C:38]3[N:39]=[N:40][CH:35]=[CH:36][CH:37]=3)(=[O:43])=[O:42])[CH:10]=[C:9]([C:12]([O:14][CH2:15][CH3:16])=[O:13])[CH:8]=2)[CH:2]=[CH:3][CH:4]=[CH:5][CH:6]=1. The yield is 0.240. (3) The reactants are [F:1][C:2]1[CH:9]=[CH:8][C:5]([CH:6]=O)=[CH:4][CH:3]=1.[NH2:10][OH:11].Cl.C([O-])([O-])=O.[Na+].[Na+]. The catalyst is CO. The product is [F:1][C:2]1[CH:9]=[CH:8][C:5]([CH:6]=[N:10][OH:11])=[CH:4][CH:3]=1. The yield is 0.610. (4) The reactants are [C:1]([O:8][CH:9]1[CH2:14][CH2:13][N:12]([C:15]2[S:16][C:17](/[CH:20]=[C:21](\[C:32]#[N:33])/[C:22]3[CH:27]=[CH:26][C:25]([O:28][CH3:29])=[C:24]([O:30][CH3:31])[CH:23]=3)=[CH:18][CH:19]=2)[CH2:11][CH2:10]1)(=[O:7])[CH2:2][CH2:3][C:4]([O-:6])=O.ClC1N=C(OC)N=C(OC)N=1.CN1CCOCC1.[CH2:52]([N:54]([CH2:62][CH3:63])[C:55]1[CH:60]=[CH:59][C:58]([NH2:61])=[CH:57][CH:56]=1)[CH3:53]. The catalyst is C(Cl)Cl. The product is [CH2:62]([N:54]([CH2:52][CH3:53])[C:55]1[CH:60]=[CH:59][C:58]([NH:61][C:4](=[O:6])[CH2:3][CH2:2][C:1]([O:8][CH:9]2[CH2:14][CH2:13][N:12]([C:15]3[S:16][C:17](/[CH:20]=[C:21](\[C:32]#[N:33])/[C:22]4[CH:27]=[CH:26][C:25]([O:28][CH3:29])=[C:24]([O:30][CH3:31])[CH:23]=4)=[CH:18][CH:19]=3)[CH2:11][CH2:10]2)=[O:7])=[CH:57][CH:56]=1)[CH3:63]. The yield is 0.490. (5) The reactants are C1(O[C:8](=[O:26])[NH:9][C:10]2[CH:15]=[CH:14][CH:13]=[C:12]([CH2:16][NH:17][C:18]([O:20][C@H:21]3[CH2:25][CH2:24][O:23][CH2:22]3)=[O:19])[CH:11]=2)C=CC=CC=1.[CH3:27][O:28][C:29]1[CH:30]=[C:31]([NH2:40])[CH:32]=[CH:33][C:34]=1[C:35]1[O:39][CH:38]=[N:37][CH:36]=1. No catalyst specified. The product is [CH3:27][O:28][C:29]1[CH:30]=[C:31]([NH:40][C:8](=[O:26])[NH:9][C:10]2[CH:11]=[C:12]([CH:13]=[CH:14][CH:15]=2)[CH2:16][NH:17][C:18](=[O:19])[O:20][C@H:21]2[CH2:25][CH2:24][O:23][CH2:22]2)[CH:32]=[CH:33][C:34]=1[C:35]1[O:39][CH:38]=[N:37][CH:36]=1. The yield is 0.904. (6) The reactants are [F:1][C:2]1[CH:3]=[C:4]([CH:15]=[CH:16][CH:17]=1)[CH2:5][O:6][C:7]1[CH:12]=[CH:11][C:10]([CH2:13][OH:14])=[CH:9][CH:8]=1.C(N(CC)CC)C.[CH3:25][N:26]=[C:27]=[O:28]. The catalyst is ClCCl. The product is [F:1][C:2]1[CH:3]=[C:4]([CH:15]=[CH:16][CH:17]=1)[CH2:5][O:6][C:7]1[CH:12]=[CH:11][C:10]([CH2:13][O:14][C:27](=[O:28])[NH:26][CH3:25])=[CH:9][CH:8]=1. The yield is 0.470. (7) The reactants are [NH2:1][C:2]1[N:3]=[CH:4][C:5]([CH2:8][CH2:9][CH2:10][C@H:11]([NH:15][C:16]([O:18][C:19]([CH3:22])([CH3:21])[CH3:20])=[O:17])[C:12]([OH:14])=O)=[N:6][CH:7]=1.Cl.[F:24][C:25]([F:32])=[C:26]1[CH2:31][CH2:30][NH:29][CH2:28][CH2:27]1. No catalyst specified. The product is [NH2:1][C:2]1[N:3]=[CH:4][C:5]([CH2:8][CH2:9][CH2:10][C@H:11]([NH:15][C:16](=[O:17])[O:18][C:19]([CH3:22])([CH3:21])[CH3:20])[C:12]([N:29]2[CH2:30][CH2:31][C:26](=[C:25]([F:32])[F:24])[CH2:27][CH2:28]2)=[O:14])=[N:6][CH:7]=1. The yield is 0.820. (8) The catalyst is C1COCC1.CCOC(C)=O. The reactants are CS(O[C@@H:6]([CH3:32])[C@H:7]([NH:12][C:13]([C:26]1[CH:31]=[CH:30][CH:29]=[CH:28][CH:27]=1)([C:20]1[CH:25]=[CH:24][CH:23]=[CH:22][CH:21]=1)[C:14]1[CH:19]=[CH:18][CH:17]=[CH:16][CH:15]=1)[C:8]([O:10][CH3:11])=[O:9])(=O)=O. The product is [CH3:32][C@H:6]1[N:12]([C:13]([C:14]2[CH:15]=[CH:16][CH:17]=[CH:18][CH:19]=2)([C:20]2[CH:25]=[CH:24][CH:23]=[CH:22][CH:21]=2)[C:26]2[CH:31]=[CH:30][CH:29]=[CH:28][CH:27]=2)[C@@H:7]1[C:8]([O:10][CH3:11])=[O:9]. The yield is 0.810.